From a dataset of Catalyst prediction with 721,799 reactions and 888 catalyst types from USPTO. Predict which catalyst facilitates the given reaction. (1) Reactant: [Cl:1][C:2]1[NH:3][C:4]2[C:9]([C:10]=1[CH:11]=[O:12])=[CH:8][CH:7]=[CH:6][CH:5]=2.[H-].[Na+].[CH3:15]I.O. Product: [Cl:1][C:2]1[N:3]([CH3:15])[C:4]2[C:9]([C:10]=1[CH:11]=[O:12])=[CH:8][CH:7]=[CH:6][CH:5]=2. The catalyst class is: 3. (2) Reactant: [CH3:1][O:2][C:3](=[O:21])[C:4]1[CH:9]=[CH:8][CH:7]=[C:6]([CH2:10][CH2:11][CH2:12][NH:13]C(OC(C)(C)C)=O)[CH:5]=1.[ClH:22]. Product: [ClH:22].[CH3:1][O:2][C:3](=[O:21])[C:4]1[CH:9]=[CH:8][CH:7]=[C:6]([CH2:10][CH2:11][CH2:12][NH2:13])[CH:5]=1. The catalyst class is: 5. (3) Reactant: [Br:1][C:2]1[N:6]2[C:7]3[C:12]([CH2:13][CH2:14][C:5]2=[C:4]([C:21]([O:23]CC)=[O:22])[N:3]=1)=[CH:11][C:10]([O:15][CH3:16])=[C:9]([CH2:17][CH:18]([CH3:20])[CH3:19])[CH:8]=3.[OH-].[K+].Cl.CCOC(C)=O. Product: [Br:1][C:2]1[N:6]2[C:7]3[C:12]([CH2:13][CH2:14][C:5]2=[C:4]([C:21]([OH:23])=[O:22])[N:3]=1)=[CH:11][C:10]([O:15][CH3:16])=[C:9]([CH2:17][CH:18]([CH3:19])[CH3:20])[CH:8]=3. The catalyst class is: 24.